From a dataset of Full USPTO retrosynthesis dataset with 1.9M reactions from patents (1976-2016). Predict the reactants needed to synthesize the given product. (1) Given the product [NH2:1][CH:2]([C:9]1[CH:14]=[CH:13][CH:12]=[C:11]([F:15])[CH:10]=1)[CH2:3][C:4]([OH:6])=[O:5].[Cl-:24].[Na+:25], predict the reactants needed to synthesize it. The reactants are: [NH2:1][CH:2]([C:9]1[CH:14]=[CH:13][CH:12]=[C:11]([F:15])[CH:10]=1)[CH2:3][C:4]([O:6]CC)=[O:5].P([O-])([O-])([O-])=O.[K+].[K+].[K+].[Cl-:24].[Na+:25]. (2) Given the product [CH3:46][O:47][CH2:48][CH2:49][NH:50][CH2:36][C:38]1[S:42][C:41]([B:43]([OH:45])[OH:44])=[CH:40][CH:39]=1, predict the reactants needed to synthesize it. The reactants are: C(S(N1CCC(C2C3C(=C(C(N)=O)C=C(C4SC(CNCC(C)CC)=CC=4)C=3)NC=2)CC1)(=O)=O)C.[CH:36]([C:38]1[S:42][C:41]([B:43]([OH:45])[OH:44])=[CH:40][CH:39]=1)=O.[CH3:46][O:47][CH2:48][CH2:49][NH2:50].[BH3-]C#N.[Na+]. (3) Given the product [Cl:29][C:26]1[CH:25]=[CH:24][C:23]([S:20]([N:19]2[CH:10]3[CH2:9][NH:8][CH2:18][CH:17]2[C:16]2[CH:15]=[N:14][NH:13][C:12]=2[CH2:11]3)(=[O:21])=[O:22])=[CH:28][CH:27]=1, predict the reactants needed to synthesize it. The reactants are: C(OC([N:8]1[CH2:18][CH:17]2[N:19]([S:20]([C:23]3[CH:28]=[CH:27][C:26]([Cl:29])=[CH:25][CH:24]=3)(=[O:22])=[O:21])[CH:10]([CH2:11][C:12]3[NH:13][N:14]=[CH:15][C:16]=32)[CH2:9]1)=O)(C)(C)C.Cl. (4) Given the product [O:1]1[C:5]2[CH:6]=[CH:7][C:8]([C:10]3[CH:22]=[CH:21][C:13]([C:14]([OH:16])=[O:15])=[C:12]([NH:23][C:24](=[O:32])[C:25]4[CH:30]=[CH:29][C:28]([F:31])=[CH:27][CH:26]=4)[CH:11]=3)=[CH:9][C:4]=2[O:3][CH2:2]1, predict the reactants needed to synthesize it. The reactants are: [O:1]1[C:5]2[CH:6]=[CH:7][C:8]([C:10]3[CH:22]=[CH:21][C:13]([C:14]([O:16]C(C)(C)C)=[O:15])=[C:12]([NH:23][C:24](=[O:32])[C:25]4[CH:30]=[CH:29][C:28]([F:31])=[CH:27][CH:26]=4)[CH:11]=3)=[CH:9][C:4]=2[O:3][CH2:2]1. (5) Given the product [N:1]1[CH:2]=[CH:3][C:4]([C:7]2[S:11][C:10]([C:12]([NH:22][CH2:21][C:18]3[CH:19]=[CH:20][N:15]=[CH:16][CH:17]=3)=[O:14])=[CH:9][CH:8]=2)=[CH:5][CH:6]=1, predict the reactants needed to synthesize it. The reactants are: [N:1]1[CH:6]=[CH:5][C:4]([C:7]2[S:11][C:10]([C:12]([OH:14])=O)=[CH:9][CH:8]=2)=[CH:3][CH:2]=1.[N:15]1[CH:20]=[CH:19][C:18]([CH2:21][NH2:22])=[CH:17][CH:16]=1. (6) Given the product [F:34][C:31]1[CH:30]=[CH:29][C:28]([C:16]2[CH:17]=[CH:18][C:19]([NH:20][C:21](=[O:27])[O:22][C:23]([CH3:26])([CH3:25])[CH3:24])=[C:14]([NH:13][C:11](=[O:12])[C:10]3[CH:9]=[CH:8][C:7]([N:4]4[CH2:5][CH2:6][C@@H:2]([NH:1][S:38]([CH3:37])(=[O:40])=[O:39])[CH2:3]4)=[CH:36][CH:35]=3)[CH:15]=2)=[CH:33][CH:32]=1, predict the reactants needed to synthesize it. The reactants are: [NH2:1][C@@H:2]1[CH2:6][CH2:5][N:4]([C:7]2[CH:36]=[CH:35][C:10]([C:11]([NH:13][C:14]3[CH:15]=[C:16]([C:28]4[CH:33]=[CH:32][C:31]([F:34])=[CH:30][CH:29]=4)[CH:17]=[CH:18][C:19]=3[NH:20][C:21](=[O:27])[O:22][C:23]([CH3:26])([CH3:25])[CH3:24])=[O:12])=[CH:9][CH:8]=2)[CH2:3]1.[CH3:37][S:38](Cl)(=[O:40])=[O:39].C([O-])(O)=O.[Na+]. (7) Given the product [CH2:1]([N:8]([CH3:10])[N:9]=[CH:15][C:14]1[CH:13]=[C:12]([OH:11])[C:19]([OH:20])=[CH:18][CH:17]=1)[C:2]1[CH:7]=[CH:6][CH:5]=[CH:4][CH:3]=1, predict the reactants needed to synthesize it. The reactants are: [CH2:1]([N:8]([CH3:10])[NH2:9])[C:2]1[CH:7]=[CH:6][CH:5]=[CH:4][CH:3]=1.[OH:11][C:12]1[CH:13]=[C:14]([CH:17]=[CH:18][C:19]=1[OH:20])[CH:15]=O. (8) Given the product [CH3:40][C:37]1[O:36][C:35]([C:32]2[CH:31]=[CH:30][C:29]([O:28][C:26]3[CH:25]=[C:21]([CH:20]=[C:19]([O:18][CH:16]4[CH2:17][CH2:2][N:3]([CH3:4])[C:15]4=[O:14])[CH:27]=3)[C:22]([NH:41][C:42]3[S:43][CH:44]=[C:45]([CH3:47])[N:46]=3)=[O:24])=[CH:34][CH:33]=2)=[N:39][N:38]=1, predict the reactants needed to synthesize it. The reactants are: Cl.[CH3:2][N:3](C)[CH2:4]CCN=C=NCC.C[O:14][CH2:15][CH:16]([O:18][C:19]1[CH:20]=[C:21]([CH:25]=[C:26]([O:28][C:29]2[CH:34]=[CH:33][C:32]([C:35]3[O:36][C:37]([CH3:40])=[N:38][N:39]=3)=[CH:31][CH:30]=2)[CH:27]=1)[C:22]([OH:24])=O)[CH3:17].[NH2:41][C:42]1[S:43][CH:44]=[C:45]([CH3:47])[N:46]=1. (9) Given the product [CH2:1]([O:3][C:4]([C:6]1[N:7]=[C:8]2[CH:13]=[C:12]([CH:14]=[O:24])[CH:11]=[CH:10][N:9]2[C:17]=1[C:18]1[CH:23]=[CH:22][CH:21]=[CH:20][CH:19]=1)=[O:5])[CH3:2], predict the reactants needed to synthesize it. The reactants are: [CH2:1]([O:3][C:4]([C:6]1[N:7]=[C:8]2[CH:13]=[C:12]([CH:14](Br)Br)[CH:11]=[CH:10][N:9]2[C:17]=1[C:18]1[CH:23]=[CH:22][CH:21]=[CH:20][CH:19]=1)=[O:5])[CH3:2].[O:24]1CCOCC1.